From a dataset of Full USPTO retrosynthesis dataset with 1.9M reactions from patents (1976-2016). Predict the reactants needed to synthesize the given product. (1) Given the product [F:22][C:23]1[CH:28]=[CH:27][CH:26]=[CH:25][C:24]=1[N:17]1[C:9]2=[N:8][C:7]([N:1]3[CH2:6][CH2:5][O:4][CH2:3][CH2:2]3)=[CH:12][C:11](=[O:13])[N:10]2[CH2:14][CH2:15][C@H:16]1[C:18]([F:20])([F:21])[F:19], predict the reactants needed to synthesize it. The reactants are: [N:1]1([C:7]2[N:8]=[C:9]3[NH:17][C@H:16]([C:18]([F:21])([F:20])[F:19])[CH2:15][CH2:14][N:10]3[C:11](=[O:13])[CH:12]=2)[CH2:6][CH2:5][O:4][CH2:3][CH2:2]1.[F:22][C:23]1[CH:28]=[CH:27][CH:26]=[CH:25][C:24]=1I. (2) Given the product [CH3:15][C:12]1[N:11]=[CH:10][C:9]([CH2:8][NH:7][C:5]([C:4]2[CH:3]=[C:2]([C:2]3[CH:3]=[CH:4][CH:16]=[CH:17][C:18]=3[CH2:35][N:34]([CH3:37])[CH3:33])[CH:18]=[C:17]([C:19]3[CH:24]=[CH:23][C:22]([CH3:25])=[CH:21][N:20]=3)[CH:16]=2)=[O:6])=[CH:14][CH:13]=1, predict the reactants needed to synthesize it. The reactants are: Br[C:2]1[CH:3]=[C:4]([CH:16]=[C:17]([C:19]2[CH:24]=[CH:23][C:22]([CH3:25])=[CH:21][N:20]=2)[CH:18]=1)[C:5]([NH:7][CH2:8][C:9]1[CH:10]=[N:11][C:12]([CH3:15])=[CH:13][CH:14]=1)=[O:6].C(=O)([O-])[O-].[Cs+].[Cs+].O.[CH3:33][N:34]([CH3:37])[CH:35]=O. (3) Given the product [CH2:1]([C@@H:8]([C:9](=[O:11])[NH:31][C:29]1[S:28][N:27]=[C:26]([C:20]2[CH:25]=[CH:24][CH:23]=[CH:22][CH:21]=2)[N:30]=1)[CH2:12][C:13]([OH:15])=[O:14])[C:2]1[CH:3]=[CH:4][CH:5]=[CH:6][CH:7]=1, predict the reactants needed to synthesize it. The reactants are: [CH2:1]([C@H:8]([CH2:12][C:13]([O:15]C(C)(C)C)=[O:14])[C:9]([OH:11])=O)[C:2]1[CH:7]=[CH:6][CH:5]=[CH:4][CH:3]=1.[C:20]1([C:26]2[N:30]=[C:29]([NH2:31])[S:28][N:27]=2)[CH:25]=[CH:24][CH:23]=[CH:22][CH:21]=1. (4) Given the product [Cl:18][C:13]1[C:12]([OH:19])=[C:11]([S:8]([N:7]([CH2:20][C:21]2[CH:26]=[CH:25][C:24]([C:27]3[CH:32]=[CH:31][C:30]([F:33])=[CH:29][CH:28]=3)=[CH:23][CH:22]=2)[CH2:6][C:5]2[CH:34]=[CH:35][CH:36]=[C:3]([CH2:2][NH:1][CH2:37][CH:38]([CH3:40])[CH3:39])[CH:4]=2)(=[O:10])=[O:9])[CH:16]=[C:15]([Cl:17])[CH:14]=1, predict the reactants needed to synthesize it. The reactants are: [NH2:1][CH2:2][C:3]1[CH:4]=[C:5]([CH:34]=[CH:35][CH:36]=1)[CH2:6][N:7]([CH2:20][C:21]1[CH:26]=[CH:25][C:24]([C:27]2[CH:32]=[CH:31][C:30]([F:33])=[CH:29][CH:28]=2)=[CH:23][CH:22]=1)[S:8]([C:11]1[CH:16]=[C:15]([Cl:17])[CH:14]=[C:13]([Cl:18])[C:12]=1[OH:19])(=[O:10])=[O:9].[CH:37](=O)[CH:38]([CH3:40])[CH3:39].[BH4-].[Na+]. (5) The reactants are: [F:1][C:2]1[C:7]([C:8]([F:11])([F:10])[F:9])=[C:6]([O:12][CH3:13])[CH:5]=[CH:4][C:3]=1/[CH:14]=[CH:15]\[C:16]([O:18][CH2:19][CH3:20])=[O:17]. Given the product [F:1][C:2]1[C:7]([C:8]([F:11])([F:10])[F:9])=[C:6]([O:12][CH3:13])[CH:5]=[CH:4][C:3]=1[CH2:14][CH2:15][C:16]([O:18][CH2:19][CH3:20])=[O:17], predict the reactants needed to synthesize it. (6) Given the product [F:24][C:11]([F:10])([F:23])[O:12][C:13]1[CH:22]=[CH:21][C:16]2[N:17]=[C:18]([N:20]=[C:1]([NH2:4])[CH3:2])[S:19][C:15]=2[CH:14]=1, predict the reactants needed to synthesize it. The reactants are: [C:1]([NH2:4])(=O)[CH3:2].O=P(Cl)(Cl)Cl.[F:10][C:11]([F:24])([F:23])[O:12][C:13]1[CH:22]=[CH:21][C:16]2[N:17]=[C:18]([NH2:20])[S:19][C:15]=2[CH:14]=1.[OH-].[Na+].